From a dataset of NCI-60 drug combinations with 297,098 pairs across 59 cell lines. Regression. Given two drug SMILES strings and cell line genomic features, predict the synergy score measuring deviation from expected non-interaction effect. (1) Drug 1: C1CCN(CC1)CCOC2=CC=C(C=C2)C(=O)C3=C(SC4=C3C=CC(=C4)O)C5=CC=C(C=C5)O. Drug 2: CC(C)NC(=O)C1=CC=C(C=C1)CNNC.Cl. Cell line: 786-0. Synergy scores: CSS=-7.31, Synergy_ZIP=1.65, Synergy_Bliss=-3.54, Synergy_Loewe=-6.59, Synergy_HSA=-6.70. (2) Drug 1: C1CCC(CC1)NC(=O)N(CCCl)N=O. Drug 2: C1=NC2=C(N=C(N=C2N1C3C(C(C(O3)CO)O)F)Cl)N. Cell line: EKVX. Synergy scores: CSS=52.0, Synergy_ZIP=0.318, Synergy_Bliss=0.526, Synergy_Loewe=-24.7, Synergy_HSA=-0.180. (3) Drug 1: CCC1=C2CN3C(=CC4=C(C3=O)COC(=O)C4(CC)O)C2=NC5=C1C=C(C=C5)O. Drug 2: C1CC(=O)NC(=O)C1N2C(=O)C3=CC=CC=C3C2=O. Cell line: RPMI-8226. Synergy scores: CSS=21.4, Synergy_ZIP=-3.41, Synergy_Bliss=-3.26, Synergy_Loewe=-35.1, Synergy_HSA=-6.19.